Dataset: Reaction yield outcomes from USPTO patents with 853,638 reactions. Task: Predict the reaction yield, written as a fraction of the theoretical maximum amount of product (1.0 means a 100% yield; for example, 0.34 means a 34% yield). (1) The reactants are [N:1]1[CH:6]=[CH:5][CH:4]=[CH:3][C:2]=1[S:7]([O:10][C:11]1[C:19]([O:20][CH3:21])=[CH:18][C:17]([C:22]2[N:23]([C:33]([O:35][C:36]([CH3:39])([CH3:38])[CH3:37])=[O:34])[C:24]3[C:29]([CH:30]=2)=[CH:28][C:27]([CH:31]=O)=[CH:26][CH:25]=3)=[C:16]2[C:12]=1[CH2:13][NH:14][C:15]2=[O:40])(=[O:9])=[O:8].Cl.[CH3:42][NH:43][CH3:44].C(N(CC)CC)C.C(O)(=O)C.C(O[BH-](OC(=O)C)OC(=O)C)(=O)C.[Na+]. The catalyst is C(#N)C. The product is [N:1]1[CH:6]=[CH:5][CH:4]=[CH:3][C:2]=1[S:7]([O:10][C:11]1[C:19]([O:20][CH3:21])=[CH:18][C:17]([C:22]2[N:23]([C:33]([O:35][C:36]([CH3:38])([CH3:39])[CH3:37])=[O:34])[C:24]3[C:29]([CH:30]=2)=[CH:28][C:27]([CH2:31][N:43]([CH3:44])[CH3:42])=[CH:26][CH:25]=3)=[C:16]2[C:12]=1[CH2:13][NH:14][C:15]2=[O:40])(=[O:9])=[O:8]. The yield is 0.400. (2) The reactants are [C:1]([O:5][C:6]([N:8]1[CH2:13][CH2:12][CH2:11][CH2:10][CH:9]1[C:14](=[O:18])[CH:15]=[N+]=[N-])=[O:7])([CH3:4])([CH3:3])[CH3:2].[BrH:19]. The catalyst is C(OCC)(=O)C.C(O)(=O)C.COC(C)(C)C. The product is [C:1]([O:5][C:6]([N:8]1[CH2:13][CH2:12][CH2:11][CH2:10][CH:9]1[C:14](=[O:18])[CH2:15][Br:19])=[O:7])([CH3:4])([CH3:3])[CH3:2]. The yield is 0.450. (3) The yield is 0.690. The product is [Br:1][C:2]1[CH:6]=[N:5][N:4]([CH3:7])[C:3]=1[C:8]1[CH:9]=[C:10]([NH:16][C:25]([NH:24][C:21]2[CH:22]=[CH:23][C:18]([F:17])=[C:19]([N+:27]([O-:29])=[O:28])[CH:20]=2)=[O:26])[CH:11]=[CH:12][C:13]=1[O:14][CH3:15]. The catalyst is C(Cl)Cl. The reactants are [Br:1][C:2]1[CH:6]=[N:5][N:4]([CH3:7])[C:3]=1[C:8]1[CH:9]=[C:10]([NH2:16])[CH:11]=[CH:12][C:13]=1[O:14][CH3:15].[F:17][C:18]1[CH:23]=[CH:22][C:21]([N:24]=[C:25]=[O:26])=[CH:20][C:19]=1[N+:27]([O-:29])=[O:28]. (4) The reactants are [CH:1]1([C:6]2([CH2:14][CH2:15][C:16]3[CH:21]=[CH:20][C:19]([C:22]([CH3:26])([CH3:25])[C:23]#[N:24])=[C:18]([F:27])[CH:17]=3)[CH2:11][C:10](=[O:12])[CH2:9][C:8](=[O:13])[O:7]2)[CH2:5][CH2:4][CH2:3][CH2:2]1.O.Cl.[CH3:30][N:31]1[C:35]([CH:36]=O)=[N:34][C:33]([C:38]2[CH:43]=[CH:42][CH:41]=[C:40]([CH3:44])[N:39]=2)=[N:32]1.C(N(CC)CC)C.Cl. The catalyst is C(O)(C)C.O. The product is [CH:1]1([C:6]2([CH2:14][CH2:15][C:16]3[CH:21]=[CH:20][C:19]([C:22]([CH3:25])([CH3:26])[C:23]#[N:24])=[C:18]([F:27])[CH:17]=3)[CH2:11][C:10]([OH:12])=[C:9]([CH2:36][C:35]3[N:31]([CH3:30])[N:32]=[C:33]([C:38]4[CH:43]=[CH:42][CH:41]=[C:40]([CH3:44])[N:39]=4)[N:34]=3)[C:8](=[O:13])[O:7]2)[CH2:5][CH2:4][CH2:3][CH2:2]1. The yield is 0.380.